This data is from NCI-60 drug combinations with 297,098 pairs across 59 cell lines. The task is: Regression. Given two drug SMILES strings and cell line genomic features, predict the synergy score measuring deviation from expected non-interaction effect. (1) Drug 1: C1CC(=O)NC(=O)C1N2CC3=C(C2=O)C=CC=C3N. Drug 2: CCCCCOC(=O)NC1=NC(=O)N(C=C1F)C2C(C(C(O2)C)O)O. Cell line: M14. Synergy scores: CSS=-0.421, Synergy_ZIP=5.25, Synergy_Bliss=-0.699, Synergy_Loewe=-0.531, Synergy_HSA=-1.34. (2) Drug 1: C1=CC(=CC=C1CC(C(=O)O)N)N(CCCl)CCCl.Cl. Drug 2: C#CCC(CC1=CN=C2C(=N1)C(=NC(=N2)N)N)C3=CC=C(C=C3)C(=O)NC(CCC(=O)O)C(=O)O. Cell line: HS 578T. Synergy scores: CSS=3.25, Synergy_ZIP=-3.10, Synergy_Bliss=-5.04, Synergy_Loewe=-13.1, Synergy_HSA=-7.88.